From a dataset of Catalyst prediction with 721,799 reactions and 888 catalyst types from USPTO. Predict which catalyst facilitates the given reaction. (1) Reactant: Br[CH2:2][CH2:3][O:4][C:5]1[CH:10]=[C:9]([S:11]([CH3:14])(=[O:13])=[O:12])[CH:8]=[C:7]([F:15])[CH:6]=1.[CH:16]([NH2:20])([CH2:18][CH3:19])[CH3:17]. Product: [F:15][C:7]1[CH:6]=[C:5]([CH:10]=[C:9]([S:11]([CH3:14])(=[O:13])=[O:12])[CH:8]=1)[O:4][CH2:3][CH2:2][NH:20][CH:16]([CH2:18][CH3:19])[CH3:17]. The catalyst class is: 8. (2) Reactant: [N:1]1[C:6]2[NH:7][C:8]3[CH:15]=[CH:14][CH:13]=[CH:12][C:9]=3[NH:10][CH2:11][C:5]=2[CH:4]=[CH:3][CH:2]=1.[C:16](=[O:19])([O-])[O-].[K+].[K+].[CH2:22](O)[CH3:23]. Product: [CH:8]1([C:23]2[CH:22]=[CH:5][C:4]([C:16]([N:10]3[C:9]4[CH:12]=[CH:13][CH:14]=[CH:15][C:8]=4[NH:7][C:6]4[N:1]=[CH:2][CH:3]=[CH:4][C:5]=4[CH2:11]3)=[O:19])=[CH:3][CH:2]=2)[CH2:15][CH2:14][CH2:13][CH2:12][CH2:9]1. The catalyst class is: 9. (3) Reactant: [CH3:1][N:2]1[CH:6]=[C:5]([C:7]2[N:12]=[C:11]([C:13]3[CH:14]=[N:15][N:16]([C:18]4([CH2:29][C:30]([O:32]CC)=[O:31])[CH2:21][N:20]([S:22]([C:25]([F:28])([F:27])[F:26])(=[O:24])=[O:23])[CH2:19]4)[CH:17]=3)[N:10]3[CH:35]=[CH:36][N:37]=[C:9]3[CH:8]=2)[CH:4]=[N:3]1.[Li+].[OH-]. Product: [CH3:1][N:2]1[CH:6]=[C:5]([C:7]2[N:12]=[C:11]([C:13]3[CH:14]=[N:15][N:16]([C:18]4([CH2:29][C:30]([OH:32])=[O:31])[CH2:21][N:20]([S:22]([C:25]([F:26])([F:27])[F:28])(=[O:24])=[O:23])[CH2:19]4)[CH:17]=3)[N:10]3[CH:35]=[CH:36][N:37]=[C:9]3[CH:8]=2)[CH:4]=[N:3]1. The catalyst class is: 1. (4) Reactant: [N+:1]([C:4]1[CH:13]=[CH:12][C:7]([C:8]([O:10][CH3:11])=[O:9])=[CH:6][C:5]=1[C:14]([F:17])([F:16])[F:15])([O-])=O. Product: [NH2:1][C:4]1[CH:13]=[CH:12][C:7]([C:8]([O:10][CH3:11])=[O:9])=[CH:6][C:5]=1[C:14]([F:15])([F:16])[F:17]. The catalyst class is: 19. (5) Reactant: [C:1](C(CCCCN)C(O)=O)([O:3][C:4]([CH3:7])([CH3:6])[CH3:5])=[O:2].Cl.C([O:25][C:26](=[O:36])[C@@H:27]([CH2:29][C:30]1[CH:35]=[CH:34][CH:33]=[CH:32][CH:31]=1)[NH2:28])C1C=CC=CC=1.F[P-](F)(F)(F)(F)F.[N:44]1(O[P+](N(C)C)(N(C)C)N(C)C)[C:48]2[CH:49]=[CH:50][CH:51]=[CH:52][C:47]=2N=N1.CCN(C(C)C)C(C)C.C.C([OH:76])C. Product: [C:1]([N:28]([C:47](=[O:76])[CH2:52][CH2:51][CH2:50][CH2:49][CH2:48][NH2:44])[C@@H:27]([C:26]([OH:25])=[O:36])[CH2:29][C:30]1[CH:31]=[CH:32][CH:33]=[CH:34][CH:35]=1)([O:3][C:4]([CH3:7])([CH3:6])[CH3:5])=[O:2]. The catalyst class is: 45. (6) Reactant: [CH2:1]([O:8][NH:9][C@H:10]1[CH2:15][N:14]([C:16]([O:18][C:19]([CH3:22])([CH3:21])[CH3:20])=[O:17])[C@H:13]([C:23](O)=[O:24])[CH2:12][CH2:11]1)[C:2]1[CH:7]=[CH:6][CH:5]=[CH:4][CH:3]=1.[S:27]([C:28]1[CH:33]=[CH:32][C:31]([N+:34]([O-:36])=[O:35])=[CH:30][N:29]=1)[S:27][C:28]1[CH:33]=[CH:32][C:31]([N+:34]([O-:36])=[O:35])=[CH:30][N:29]=1.C1(P(C2C=CC=CC=2)C2C=CC=CC=2)C=CC=CC=1.CCCCCC.C(OCC)(=O)C. Product: [CH2:1]([O:8][NH:9][C@H:10]1[CH2:15][N:14]([C:16]([O:18][C:19]([CH3:21])([CH3:20])[CH3:22])=[O:17])[C@H:13]([C:23]([S:27][C:28]2[CH:33]=[CH:32][C:31]([N+:34]([O-:36])=[O:35])=[CH:30][N:29]=2)=[O:24])[CH2:12][CH2:11]1)[C:2]1[CH:3]=[CH:4][CH:5]=[CH:6][CH:7]=1. The catalyst class is: 4. (7) Reactant: [C:1]1([C@H:7]2[C@@H:12]([C:13]([O:15]CC)=[O:14])[CH2:11][CH2:10][N:9]([C:18]([O:20][C:21]([CH3:24])([CH3:23])[CH3:22])=[O:19])[CH2:8]2)[CH:6]=[CH:5][CH:4]=[CH:3][CH:2]=1.CC([O-])(C)C.[Na+].[OH-].[Na+].C(O)(=O)CC(CC(O)=O)(C(O)=O)O. Product: [C:21]([O:20][C:18]([N:9]1[CH2:10][CH2:11][C@@H:12]([C:13]([OH:15])=[O:14])[C@H:7]([C:1]2[CH:6]=[CH:5][CH:4]=[CH:3][CH:2]=2)[CH2:8]1)=[O:19])([CH3:24])([CH3:22])[CH3:23]. The catalyst class is: 40.